From a dataset of Peptide-MHC class II binding affinity with 134,281 pairs from IEDB. Regression. Given a peptide amino acid sequence and an MHC pseudo amino acid sequence, predict their binding affinity value. This is MHC class II binding data. (1) The peptide sequence is YDKFLNNVSTVLTGK. The MHC is DRB1_1101 with pseudo-sequence DRB1_1101. The binding affinity (normalized) is 0.559. (2) The peptide sequence is WGAIWRIDTPDKLTG. The MHC is HLA-DQA10201-DQB10202 with pseudo-sequence HLA-DQA10201-DQB10202. The binding affinity (normalized) is 0.292.